Task: Predict the product of the given reaction.. Dataset: Forward reaction prediction with 1.9M reactions from USPTO patents (1976-2016) (1) The product is: [NH2:23][C@H:18]1[C@H:19]([F:22])[CH2:20][O:21][C@H:15]([C:14]2[N:13]([CH3:31])[N:12]=[CH:11][C:10]=2[NH:9][C:7]([C:5]2[N:6]=[C:2]([C:36]3[C:35]([CH3:41])=[N:34][N:33]([CH3:32])[CH:37]=3)[S:3][CH:4]=2)=[O:8])[CH2:16][CH2:17]1. Given the reactants Br[C:2]1[S:3][CH:4]=[C:5]([C:7]([NH:9][C:10]2[CH:11]=[N:12][N:13]([CH3:31])[C:14]=2[C@H:15]2[O:21][CH2:20][C@@H:19]([F:22])[C@H:18]([NH:23]C(=O)OC(C)(C)C)[CH2:17][CH2:16]2)=[O:8])[N:6]=1.[CH3:32][N:33]1[CH:37]=[C:36](B(O)O)[C:35]([CH3:41])=[N:34]1, predict the reaction product. (2) Given the reactants [F:1][C:2]1[CH:7]=[CH:6][C:5]([CH2:8][C:9]2[CH:18]=[C:17]3[C:12]([C:13]([OH:26])=[C:14]([C:21](OCC)=[O:22])[C:15](=[O:20])[N:16]3[CH3:19])=[N:11][CH:10]=2)=[CH:4][CH:3]=1.C(O)(=O)C(O)=O.[NH2:33][CH2:34][CH2:35][CH2:36][P:37](=[O:44])([O:41][CH2:42][CH3:43])[O:38][CH2:39][CH3:40], predict the reaction product. The product is: [F:1][C:2]1[CH:7]=[CH:6][C:5]([CH2:8][C:9]2[CH:18]=[C:17]3[C:12]([C:13]([OH:26])=[C:14]([C:21]([NH:33][CH2:34][CH2:35][CH2:36][P:37](=[O:44])([O:38][CH2:39][CH3:40])[O:41][CH2:42][CH3:43])=[O:22])[C:15](=[O:20])[N:16]3[CH3:19])=[N:11][CH:10]=2)=[CH:4][CH:3]=1. (3) Given the reactants Cl[CH2:2][CH2:3][O:4][CH2:5][C:6]([NH:8][C:9]1[CH:14]=[CH:13][C:12]([C:15]2[C:21]3[CH:22]=[C:23]([O:26][CH3:27])[CH:24]=[CH:25][C:20]=3[CH2:19][C@H:18]([CH3:28])[N:17]([C:29]([NH:31][CH3:32])=[O:30])[N:16]=2)=[CH:11][CH:10]=1)=[O:7].C(=O)([O-])[O-].[K+].[K+].[I-].[Na+], predict the reaction product. The product is: [CH3:27][O:26][C:23]1[CH:24]=[CH:25][C:20]2[CH2:19][C@H:18]([CH3:28])[N:17]([C:29]([NH:31][CH3:32])=[O:30])[N:16]=[C:15]([C:12]3[CH:13]=[CH:14][C:9]([N:8]4[CH2:2][CH2:3][O:4][CH2:5][C:6]4=[O:7])=[CH:10][CH:11]=3)[C:21]=2[CH:22]=1. (4) Given the reactants [Cl:1][C:2]1[C:7]([C:8]2[CH:9]=[N:10][CH:11]=[C:12]([CH:18]=2)[C:13]([N:15]([CH3:17])[CH3:16])=[O:14])=[CH:6][N:5]=[C:4]2[N:19]([CH2:22][O:23][CH2:24][CH2:25][Si:26]([CH3:29])([CH3:28])[CH3:27])[CH:20]=[CH:21][C:3]=12.[I:30]N1C(=O)CCC1=O.S([O-])([O-])(=O)=S.[Na+].[Na+], predict the reaction product. The product is: [Cl:1][C:2]1[C:7]([C:8]2[CH:9]=[N:10][CH:11]=[C:12]([CH:18]=2)[C:13]([N:15]([CH3:16])[CH3:17])=[O:14])=[CH:6][N:5]=[C:4]2[N:19]([CH2:22][O:23][CH2:24][CH2:25][Si:26]([CH3:27])([CH3:29])[CH3:28])[CH:20]=[C:21]([I:30])[C:3]=12. (5) Given the reactants [H-].C([Al+]CC(C)C)C(C)C.[CH2:11]([C:15]1[N:20]2[N:21]=[C:22]([CH3:33])[C:23]([C:24]3[C:29]([CH3:30])=[CH:28][C:27]([CH3:31])=[CH:26][C:25]=3[CH3:32])=[C:19]2[N:18]=[C:17]([CH3:34])[C:16]=1[CH2:35][CH2:36][CH2:37][C:38](OCC)=[O:39])[CH2:12][CH2:13][CH3:14].C(OCC)(=O)C.O, predict the reaction product. The product is: [CH2:11]([C:15]1[N:20]2[N:21]=[C:22]([CH3:33])[C:23]([C:24]3[C:25]([CH3:32])=[CH:26][C:27]([CH3:31])=[CH:28][C:29]=3[CH3:30])=[C:19]2[N:18]=[C:17]([CH3:34])[C:16]=1[CH2:35][CH2:36][CH2:37][CH2:38][OH:39])[CH2:12][CH2:13][CH3:14]. (6) Given the reactants C(O[C:6]([N:8]1[CH2:15][C:14]2[C:13]([I:16])=[N:12][N:11]([C:17]([O:19][CH2:20][CH3:21])=[O:18])[C:10]=2[CH2:9]1)=[O:7])(C)(C)C.FC(F)(F)C(O)=O.C(N(C(C)C)CC)(C)C.C(Cl)(=O)[CH2:39][CH:40]([CH3:42])[CH3:41], predict the reaction product. The product is: [CH2:20]([O:19][C:17]([N:11]1[C:10]2[CH2:9][N:8]([C:6](=[O:7])[CH2:39][CH:40]([CH3:42])[CH3:41])[CH2:15][C:14]=2[C:13]([I:16])=[N:12]1)=[O:18])[CH3:21]. (7) Given the reactants [CH2:1]([CH:3]([CH2:24][CH3:25])[CH2:4][NH:5][C:6]1[CH:7]=[C:8]([CH:12]([OH:23])[CH2:13][CH2:14][NH:15][C:16](=[O:22])[O:17][C:18]([CH3:21])([CH3:20])[CH3:19])[CH:9]=[CH:10][CH:11]=1)[CH3:2], predict the reaction product. The product is: [CH2:24]([CH:3]([CH2:1][CH3:2])[CH2:4][NH:5][C:6]1[CH:7]=[C:8]([C:12](=[O:23])[CH2:13][CH2:14][NH:15][C:16](=[O:22])[O:17][C:18]([CH3:19])([CH3:21])[CH3:20])[CH:9]=[CH:10][CH:11]=1)[CH3:25].